Dataset: Reaction yield outcomes from USPTO patents with 853,638 reactions. Task: Predict the reaction yield, written as a fraction of the theoretical maximum amount of product (1.0 means a 100% yield; for example, 0.34 means a 34% yield). (1) The reactants are CON(C)[C:4]([C:6]1[N:7]=[C:8]2[CH:13]=[CH:12][CH:11]=[N:10][N:9]2[CH:14]=1)=[O:5].[H-].[Al+3].[Li+].[H-].[H-].[H-].C(O)(=O)CC(CC(O)=O)(C(O)=O)O. The catalyst is C1COCC1. The product is [N:7]1[C:6]([CH:4]=[O:5])=[CH:14][N:9]2[C:8]=1[CH:13]=[CH:12][CH:11]=[N:10]2. The yield is 0.740. (2) The catalyst is C(Cl)Cl.O. The product is [Br:29][C:13]1[C:14]([OH:16])=[N:15][C:10]([S:9][CH2:8][C:7]2[S:6][CH:5]=[N:4][C:3]=2[CH2:1][CH3:2])=[N:11][C:12]=1[C:17]([F:20])([F:19])[F:18]. The reactants are [CH2:1]([C:3]1[N:4]=[CH:5][S:6][C:7]=1[CH2:8][S:9][C:10]1[N:15]=[C:14]([OH:16])[CH:13]=[C:12]([C:17]([F:20])([F:19])[F:18])[N:11]=1)[CH3:2].C(Cl)(Cl)(Cl)Cl.C(Cl)Cl.[Br:29]Br.S([O-])([O-])(=O)=S.[Na+].[Na+]. The yield is 0.120.